Dataset: Full USPTO retrosynthesis dataset with 1.9M reactions from patents (1976-2016). Task: Predict the reactants needed to synthesize the given product. (1) Given the product [Cl:13][C:14]1[CH:15]=[C:16]2[N:21]=[C:22]([C@H:24]3[CH2:25][N:26]([C:31]([C:32]4[CH:37]=[CH:36][C:35]([F:38])=[CH:34][C:33]=4[N:39]4[N:43]=[CH:42][CH:41]=[N:40]4)=[O:44])[C@H:27]([CH3:30])[CH2:28][CH2:29]3)[O:23][C:17]2=[N:18][CH:19]=1, predict the reactants needed to synthesize it. The reactants are: CCOC(/N=N/C(OCC)=O)=O.[Cl:13][C:14]1[CH:15]=[C:16]([NH:21][C:22]([C@@H:24]2[CH2:29][CH2:28][C@@H:27]([CH3:30])[N:26]([C:31](=[O:44])[C:32]3[CH:37]=[CH:36][C:35]([F:38])=[CH:34][C:33]=3[N:39]3[N:43]=[CH:42][CH:41]=[N:40]3)[CH2:25]2)=[O:23])[C:17](O)=[N:18][CH:19]=1.C1C=CC(P(C2C=CC=CC=2)C2C=CC=CC=2)=CC=1. (2) Given the product [C:9]1([S:15]([N:18]2[C:26]3[C:21](=[CH:22][C:23]([Br:28])=[CH:24][C:25]=3[F:27])[CH:20]=[C:19]2[CH3:2])(=[O:17])=[O:16])[CH:10]=[CH:11][CH:12]=[CH:13][CH:14]=1, predict the reactants needed to synthesize it. The reactants are: [Li+].[CH3:2]C([N-]C(C)C)C.[C:9]1([S:15]([N:18]2[C:26]3[C:21](=[CH:22][C:23]([Br:28])=[CH:24][C:25]=3[F:27])[CH:20]=[CH:19]2)(=[O:17])=[O:16])[CH:14]=[CH:13][CH:12]=[CH:11][CH:10]=1.IC. (3) Given the product [CH3:1][O:2][C:3]1[CH:4]=[C:5]([CH2:9][CH2:10][CH2:11][CH2:12][C:13]([OH:15])=[O:14])[CH:6]=[CH:7][CH:8]=1, predict the reactants needed to synthesize it. The reactants are: [CH3:1][O:2][C:3]1[CH:4]=[C:5]([CH2:9][CH2:10][CH2:11][CH2:12][C:13]([O:15]CC)=[O:14])[CH:6]=[CH:7][CH:8]=1.C(O)C.[OH-].[Na+].Cl. (4) The reactants are: [N+:1]([C:4]1[C:5]([CH3:30])=[C:6]([CH3:29])[C:7]2[O:11][C:10]([CH2:13][N:14]3[CH2:26][CH2:25][C:24]4[C:23]5[C:18](=[CH:19][CH:20]=[CH:21][CH:22]=5)[NH:17][C:16]=4[CH2:15]3)([CH3:12])[CH2:9][C:8]=2[C:27]=1[CH3:28])([O-])=O.Cl.[OH-].[Na+]. Given the product [NH2:1][C:4]1[C:5]([CH3:30])=[C:6]([CH3:29])[C:7]2[O:11][C:10]([CH2:13][N:14]3[CH2:26][CH2:25][C:24]4[C:23]5[C:18](=[CH:19][CH:20]=[CH:21][CH:22]=5)[NH:17][C:16]=4[CH2:15]3)([CH3:12])[CH2:9][C:8]=2[C:27]=1[CH3:28], predict the reactants needed to synthesize it. (5) Given the product [OH:4][C:5]1[C:6]([CH3:19])=[C:7]([C:11]([C:12]2[CH:17]=[CH:16][CH:15]=[CH:14][CH:13]=2)=[O:18])[CH:8]=[CH:9][CH:10]=1, predict the reactants needed to synthesize it. The reactants are: C([O:4][C:5]1[CH:10]=[CH:9][CH:8]=[C:7]([C:11](=[O:18])[C:12]2[CH:17]=[CH:16][CH:15]=[CH:14][CH:13]=2)[C:6]=1[CH3:19])(=O)C.[OH-].[K+]. (6) Given the product [C:1]1(=[C:5]2[NH:19][C:10](=[O:11])[C:9]3[CH:13]=[CH:14][CH:15]=[CH:16][C:8]=3[S:7]2)[CH2:4][CH2:3][CH2:2]1, predict the reactants needed to synthesize it. The reactants are: [CH:1]1([C:5]([S:7][C:8]2[CH:16]=[CH:15][CH:14]=[CH:13][C:9]=2[C:10](O)=[O:11])=O)[CH2:4][CH2:3][CH2:2]1.C([N:19](CC)CC)C.ClC(OCC)=O.[N-]=[N+]=[N-].[Na+].C(P(CCCC)CCCC)CCC.